Task: Predict the reactants needed to synthesize the given product.. Dataset: Full USPTO retrosynthesis dataset with 1.9M reactions from patents (1976-2016) (1) Given the product [Br:12][CH:8]([C:5]1[CH:4]=[CH:3][C:2]([Cl:1])=[CH:7][CH:6]=1)[C:9]([OH:11])=[O:10], predict the reactants needed to synthesize it. The reactants are: [Cl:1][C:2]1[CH:7]=[CH:6][C:5]([CH2:8][C:9]([OH:11])=[O:10])=[CH:4][CH:3]=1.[Br:12]N1C(=O)CCC1=O. (2) Given the product [Cl:19][C:20]1[CH:25]=[CH:24][CH:23]=[CH:22][C:21]=1[C:26]1[CH:34]=[C:33]2[C:29]([C:30]([NH:43][C:44](=[O:48])[CH2:45][CH2:46][CH3:47])=[N:31][NH:32]2)=[CH:28][CH:27]=1, predict the reactants needed to synthesize it. The reactants are: [F-].C([N+](CCCC)(CCCC)CCCC)CCC.[Cl:19][C:20]1[CH:25]=[CH:24][CH:23]=[CH:22][C:21]=1[C:26]1[CH:34]=[C:33]2[C:29]([C:30]([NH:43][C:44](=[O:48])[CH2:45][CH2:46][CH3:47])=[N:31][N:32]2COCC[Si](C)(C)C)=[CH:28][CH:27]=1. (3) Given the product [CH3:18][C:12]1([CH3:19])[C:11]2[C:10]3[CH2:20][CH2:21][NH:6][CH2:7][CH2:8][C:9]=3[CH:17]=[CH:16][C:15]=2[CH2:14][CH2:13]1, predict the reactants needed to synthesize it. The reactants are: C(OC([N:6]1[CH2:21][CH2:20][C:10]2[C:11]3[C:12]([CH3:19])([CH3:18])[CH2:13][CH2:14][C:15]=3[CH:16]=[CH:17][C:9]=2[CH2:8][CH2:7]1)=O)C.[Si](I)(C)(C)C. (4) Given the product [N:32]1([CH2:33][C:34]([NH:6][C:7]2[CH:8]=[C:9]3[C:14](=[CH:15][CH:16]=2)[NH:13][C:12](=[C:17]2[C:25]4[C:20](=[CH:21][CH:22]=[CH:23][CH:24]=4)[NH:19][C:18]2=[O:26])[CH:11]=[CH:10]3)=[O:35])[CH2:37][CH2:36][O:4][CH2:3][CH2:2]1, predict the reactants needed to synthesize it. The reactants are: Br[CH2:2][C:3](Br)=[O:4].[NH2:6][C:7]1[CH:8]=[C:9]2[C:14](=[CH:15][CH:16]=1)[NH:13][C:12](=[C:17]1[C:25]3[C:20](=[CH:21][CH:22]=[CH:23][CH:24]=3)[NH:19][C:18]1=[O:26])[CH:11]=[CH:10]2.C(=O)(O)[O-].[Na+].[NH:32]1[CH2:37][CH2:36][O:35][CH2:34][CH2:33]1. (5) Given the product [NH2:29][C:24]1[CH:23]=[C:22]([F:21])[CH:27]=[CH:26][C:25]=1[NH:28][CH:17]1[CH2:18][CH2:19][N:14]([C:2]2([CH3:1])[CH2:6][CH2:5][N:4]([C:7]([O:9][C:10]([CH3:13])([CH3:12])[CH3:11])=[O:8])[CH2:3]2)[CH2:15][CH2:16]1, predict the reactants needed to synthesize it. The reactants are: [CH3:1][C:2]1([N:14]2[CH2:19][CH2:18][C:17](=O)[CH2:16][CH2:15]2)[CH2:6][CH2:5][N:4]([C:7]([O:9][C:10]([CH3:13])([CH3:12])[CH3:11])=[O:8])[CH2:3]1.[F:21][C:22]1[CH:23]=[C:24]([NH2:29])[C:25]([NH2:28])=[CH:26][CH:27]=1. (6) The reactants are: [F:1][CH:2]([F:25])[O:3][C:4]1[C:9]2[O:10][C:11]3[C:12](=[O:19])[N:13]([CH2:17][CH3:18])[N:14]=[CH:15][C:16]=3[C:8]=2[C:7]([C:20]([O:22]CC)=[O:21])=[CH:6][CH:5]=1.[OH-].[Na+]. Given the product [F:25][CH:2]([F:1])[O:3][C:4]1[C:9]2[O:10][C:11]3[C:12](=[O:19])[N:13]([CH2:17][CH3:18])[N:14]=[CH:15][C:16]=3[C:8]=2[C:7]([C:20]([OH:22])=[O:21])=[CH:6][CH:5]=1, predict the reactants needed to synthesize it.